Dataset: Reaction yield outcomes from USPTO patents with 853,638 reactions. Task: Predict the reaction yield, written as a fraction of the theoretical maximum amount of product (1.0 means a 100% yield; for example, 0.34 means a 34% yield). (1) The reactants are [H-].[Na+].[F:3][C:4]1[C:5]([CH2:16][N:17]([CH3:25])[C:18](=[O:24])[O:19][C:20]([CH3:23])([CH3:22])[CH3:21])=[CH:6][NH:7][C:8]=1[C:9]1[C:10]([F:15])=[N:11][CH:12]=[CH:13][CH:14]=1.C1OCCOCCOCCOCCOC1.[F:41][C:42]1[CH:43]=[C:44]([S:48](Cl)(=[O:50])=[O:49])[CH:45]=[N:46][CH:47]=1. The catalyst is O1CCCC1.O. The product is [F:3][C:4]1[C:5]([CH2:16][N:17]([CH3:25])[C:18](=[O:24])[O:19][C:20]([CH3:21])([CH3:22])[CH3:23])=[CH:6][N:7]([S:48]([C:44]2[CH:45]=[N:46][CH:47]=[C:42]([F:41])[CH:43]=2)(=[O:50])=[O:49])[C:8]=1[C:9]1[C:10]([F:15])=[N:11][CH:12]=[CH:13][CH:14]=1. The yield is 0.930. (2) The reactants are [O:1]=[C:2]([C:13]1[CH:18]=[CH:17][CH:16]=[CH:15][CH:14]=1)[CH:3]([NH:5][C:6](=[O:12])[O:7][C:8]([CH3:11])([CH3:10])[CH3:9])[CH3:4].[CH2:19]=[O:20].C([O-])([O-])=O.[K+].[K+].Cl.[Na+].[Cl-]. The catalyst is CCO. The product is [OH:20][CH2:19][C:3]([NH:5][C:6](=[O:12])[O:7][C:8]([CH3:11])([CH3:10])[CH3:9])([CH3:4])[C:2](=[O:1])[C:13]1[CH:18]=[CH:17][CH:16]=[CH:15][CH:14]=1. The yield is 0.790. (3) The reactants are [CH3:1][O:2][C:3]1[CH:4]=[C:5]([C:9]2[C:17]3[O:16][CH:15]([CH2:18][NH2:19])[CH2:14][C:13]=3[CH:12]=[CH:11][CH:10]=2)[CH:6]=[CH:7][CH:8]=1.C(N(C(C)C)CC)(C)C.Cl[C:30]([O:32][CH2:33][C:34]1[CH:39]=[CH:38][CH:37]=[CH:36][CH:35]=1)=[O:31].C(OC(=O)NCC1CC2C=CC=C(C3CCCC3)C=2O1)C1C=CC=CC=1. No catalyst specified. The product is [CH3:1][O:2][C:3]1[CH:4]=[C:5]([C:9]2[C:17]3[O:16][CH:15]([CH2:18][NH:19][C:30](=[O:31])[O:32][CH2:33][C:34]4[CH:39]=[CH:38][CH:37]=[CH:36][CH:35]=4)[CH2:14][C:13]=3[CH:12]=[CH:11][CH:10]=2)[CH:6]=[CH:7][CH:8]=1. The yield is 0.900.